Dataset: Forward reaction prediction with 1.9M reactions from USPTO patents (1976-2016). Task: Predict the product of the given reaction. Given the reactants [CH:1]([N:4]1[C:8]([C:9]2[N:18]=[C:17]3[N:11]([CH2:12][CH2:13][O:14][C:15]4[CH:22]=[C:21]([OH:23])[CH:20]=[CH:19][C:16]=43)[CH:10]=2)=[N:7][CH:6]=[N:5]1)([CH3:3])[CH3:2].[C:24]([O:28][C:29]([N:31]1[CH2:34][CH:33]([CH:35](O)[CH3:36])[CH2:32]1)=[O:30])([CH3:27])([CH3:26])[CH3:25].C1C=CC(P(C2C=CC=CC=2)C2C=CC=CC=2)=CC=1.CC(OC(/N=N/C(OC(C)C)=O)=O)C, predict the reaction product. The product is: [C:24]([O:28][C:29]([N:31]1[CH2:34][CH:33]([CH:35]([O:23][C:21]2[CH:20]=[CH:19][C:16]3[C:17]4[N:11]([CH2:12][CH2:13][O:14][C:15]=3[CH:22]=2)[CH:10]=[C:9]([C:8]2[N:4]([CH:1]([CH3:3])[CH3:2])[N:5]=[CH:6][N:7]=2)[N:18]=4)[CH3:36])[CH2:32]1)=[O:30])([CH3:27])([CH3:26])[CH3:25].